Dataset: NCI-60 drug combinations with 297,098 pairs across 59 cell lines. Task: Regression. Given two drug SMILES strings and cell line genomic features, predict the synergy score measuring deviation from expected non-interaction effect. (1) Drug 2: CC12CCC3C(C1CCC2O)C(CC4=C3C=CC(=C4)O)CCCCCCCCCS(=O)CCCC(C(F)(F)F)(F)F. Cell line: A549. Drug 1: CC=C1C(=O)NC(C(=O)OC2CC(=O)NC(C(=O)NC(CSSCCC=C2)C(=O)N1)C(C)C)C(C)C. Synergy scores: CSS=40.6, Synergy_ZIP=-0.642, Synergy_Bliss=0.609, Synergy_Loewe=-77.2, Synergy_HSA=1.45. (2) Drug 1: CCCS(=O)(=O)NC1=C(C(=C(C=C1)F)C(=O)C2=CNC3=C2C=C(C=N3)C4=CC=C(C=C4)Cl)F. Drug 2: C1=NC2=C(N1)C(=S)N=C(N2)N. Cell line: T-47D. Synergy scores: CSS=10.6, Synergy_ZIP=-4.45, Synergy_Bliss=1.49, Synergy_Loewe=-8.74, Synergy_HSA=-0.151. (3) Drug 1: CN(C)C1=NC(=NC(=N1)N(C)C)N(C)C. Drug 2: C(=O)(N)NO. Cell line: CAKI-1. Synergy scores: CSS=9.64, Synergy_ZIP=-5.29, Synergy_Bliss=-4.39, Synergy_Loewe=-9.75, Synergy_HSA=-1.90. (4) Drug 1: CC12CCC3C(C1CCC2=O)CC(=C)C4=CC(=O)C=CC34C. Drug 2: C1=CC(=C2C(=C1NCCNCCO)C(=O)C3=C(C=CC(=C3C2=O)O)O)NCCNCCO. Cell line: NCIH23. Synergy scores: CSS=58.2, Synergy_ZIP=-2.00, Synergy_Bliss=-4.73, Synergy_Loewe=-15.2, Synergy_HSA=-1.43. (5) Drug 1: CC1=C(C=C(C=C1)NC(=O)C2=CC=C(C=C2)CN3CCN(CC3)C)NC4=NC=CC(=N4)C5=CN=CC=C5. Drug 2: C(CC(=O)O)C(=O)CN.Cl. Cell line: ACHN. Synergy scores: CSS=8.52, Synergy_ZIP=-4.17, Synergy_Bliss=-1.79, Synergy_Loewe=0.999, Synergy_HSA=1.13. (6) Cell line: HCT116. Synergy scores: CSS=72.0, Synergy_ZIP=12.9, Synergy_Bliss=14.0, Synergy_Loewe=-20.9, Synergy_HSA=15.3. Drug 1: CC1=C2C(C(=O)C3(C(CC4C(C3C(C(C2(C)C)(CC1OC(=O)C(C(C5=CC=CC=C5)NC(=O)OC(C)(C)C)O)O)OC(=O)C6=CC=CC=C6)(CO4)OC(=O)C)OC)C)OC. Drug 2: CN(C(=O)NC(C=O)C(C(C(CO)O)O)O)N=O.